Task: Predict the product of the given reaction.. Dataset: Forward reaction prediction with 1.9M reactions from USPTO patents (1976-2016) (1) Given the reactants [C:1]([C:3]1[N:8]=[CH:7][C:6]([S:9]([NH:12][C:13]([C:16]2[N:17]([CH2:25][CH3:26])[C:18]3[C:19]([N:24]=2)=[N:20][CH:21]=[CH:22][CH:23]=3)([CH3:15])[CH3:14])(=[O:11])=[O:10])=[CH:5][CH:4]=1)#[N:2].Cl.[O:28]1CCOCC1, predict the reaction product. The product is: [CH2:25]([N:17]1[C:18]2[C:19](=[N:20][CH:21]=[CH:22][CH:23]=2)[N:24]=[C:16]1[C:13]([NH:12][S:9]([C:6]1[CH:5]=[CH:4][C:3]([C:1]([NH2:2])=[O:28])=[N:8][CH:7]=1)(=[O:10])=[O:11])([CH3:15])[CH3:14])[CH3:26]. (2) Given the reactants [CH2:1]([Sn:5](CCCC)([C:12]1C=C[CH:15]=[CH:14][CH:13]=1)[C:6]1[CH:11]=[CH:10][CH:9]=[CH:8][CH:7]=1)[CH2:2][CH2:3][CH3:4].[I:22]I, predict the reaction product. The product is: [CH2:1]([Sn:5]([I:22])([CH2:12][CH2:13][CH2:14][CH3:15])[C:6]1[CH:11]=[CH:10][CH:9]=[CH:8][CH:7]=1)[CH2:2][CH2:3][CH3:4].